From a dataset of Forward reaction prediction with 1.9M reactions from USPTO patents (1976-2016). Predict the product of the given reaction. The product is: [NH:12]1[C:16]2[CH:17]=[CH:18][C:19]([C:21]3[NH:1][C:2]4[N:3]([N:4]=[CH:5][C:6]=4[C:7]([O:9][CH2:10][CH3:11])=[O:8])[C:23](=[O:24])[CH:22]=3)=[CH:20][C:15]=2[N:14]=[N:13]1. Given the reactants [NH2:1][CH:2]1[CH:6]([CH:7]([O:9][CH2:10][CH3:11])[OH:8])[CH2:5][NH:4][NH:3]1.[NH:12]1[C:16]2[CH:17]=[CH:18][C:19]([C:21](=O)[CH2:22][C:23](OCC)=[O:24])=[CH:20][C:15]=2[N:14]=[N:13]1, predict the reaction product.